Dataset: Reaction yield outcomes from USPTO patents with 853,638 reactions. Task: Predict the reaction yield, written as a fraction of the theoretical maximum amount of product (1.0 means a 100% yield; for example, 0.34 means a 34% yield). (1) The catalyst is CN(C=O)C. The reactants are [CH3:1][N:2]1[C:10]2[C:5](=[CH:6][CH:7]=[CH:8][CH:9]=2)[C:4]([C:11]2[C:12](=[O:26])O[C:14](=[O:25])[C:15]=2[C:16]2[CH:21]=[CH:20][CH:19]=[C:18]([N+:22]([O-:24])=[O:23])[CH:17]=2)=[CH:3]1.[NH3:27].O. The yield is 0.750. The product is [CH3:1][N:2]1[C:10]2[C:5](=[CH:6][CH:7]=[CH:8][CH:9]=2)[C:4]([C:11]2[C:12](=[O:26])[NH:27][C:14](=[O:25])[C:15]=2[C:16]2[CH:21]=[CH:20][CH:19]=[C:18]([N+:22]([O-:24])=[O:23])[CH:17]=2)=[CH:3]1. (2) The reactants are C([O:5][C:6](=O)[NH:7][C@@H:8]([CH3:33])[C:9]([N:11]1[CH2:16][CH2:15][CH2:14][C@@H:13]([C:17](=[O:32])[NH:18][C@@H:19]([C:21]2[CH:30]=[CH:29][C:28]3[C:23](=[CH:24][C:25]([Br:31])=[CH:26][CH:27]=3)[N:22]=2)[CH3:20])[NH:12]1)=[O:10])(C)(C)C.Cl.[OH:36][CH2:37][CH2:38][C:39]([CH3:52])([CH:50]=[CH2:51])[C:40]([NH:42][C@@H:43]([CH:47]([CH3:49])[CH3:48])C(O)=O)=[O:41].C(N(CC)C(C)C)(C)C.F[P-](F)(F)(F)(F)F.CN(C(N(C)C)=[N+]1C2C(=NC=CC=2)[N+]([O-])=N1)C. The catalyst is ClCCl.C(#N)C. The product is [Br:31][C:25]1[CH:24]=[C:23]2[C:28]([CH:29]=[CH:30][C:21]([C@H:19]([NH:18][C:17]([C@@H:13]3[CH2:14][CH2:15][CH2:16][N:11]([C:9](=[O:10])[C@@H:8]([NH:7][C:6](=[O:5])[C@@H:43]([NH:42][C:40](=[O:41])[C:39]([CH2:38][CH2:37][OH:36])([CH3:52])[CH:50]=[CH2:51])[CH:47]([CH3:49])[CH3:48])[CH3:33])[NH:12]3)=[O:32])[CH3:20])=[N:22]2)=[CH:27][CH:26]=1. The yield is 0.350. (3) The reactants are [NH2:1][C:2]1[CH:10]=[CH:9][C:8]([OH:11])=[CH:7][C:3]=1[C:4](O)=[O:5].[N:12]1C=NC=N[CH:13]=1.N1CCCCC1. The catalyst is CO. The product is [N:1]1[C:2]2[C:3](=[CH:7][C:8]([OH:11])=[CH:9][CH:10]=2)[C:4]([OH:5])=[N:12][CH:13]=1. The yield is 0.720. (4) The reactants are [C:9]1([Se:8][Se:8][C:9]2[CH:14]=[CH:13][CH:12]=[CH:11][CH:10]=2)[CH:14]=[CH:13][CH:12]=[CH:11][CH:10]=1.[BH4-].[Na+].[C:17]([O:21][C:22]([N:24]1[CH2:28][C@H:27](OS(C2C=CC(C)=CC=2)(=O)=O)[CH2:26][C@@H:25]1[C:40]([O:42][CH2:43][C:44]1C=CC=CC=1)=[O:41])=[O:23])([CH3:20])([CH3:19])[CH3:18]. The catalyst is C(O)C. The product is [CH3:44][CH2:43][O:42][C:40]([C@H:25]1[CH2:26][C@H:27]([Se:8][C:9]2[CH:10]=[CH:11][CH:12]=[CH:13][CH:14]=2)[CH2:28][N:24]1[C:22]([O:21][C:17]([CH3:18])([CH3:20])[CH3:19])=[O:23])=[O:41]. The yield is 0.510. (5) The catalyst is CO. The yield is 0.460. The reactants are [Cl:1][C:2]1[N:7]=[N:6][C:5]([NH2:8])=[CH:4][CH:3]=1.C([O-])(O)=O.[Na+].[Br:14]Br. The product is [Br:14][C:4]1[CH:3]=[C:2]([Cl:1])[N:7]=[N:6][C:5]=1[NH2:8]. (6) The reactants are Br[C:2]1[CH:3]=[C:4]2[C:9](=[CH:10][CH:11]=1)[N:8]=[CH:7][C:6]([C:12](=[O:15])[CH2:13][CH3:14])=[C:5]2[NH:16][C:17]1[CH:18]=[CH:19][C:20]([N:23]2[CH2:27][CH2:26][CH:25]([NH:28]C(=O)OC(C)(C)C)[CH2:24]2)=[N:21][CH:22]=1.[Cl:36][C:37]1[CH:42]=[C:41](B2OC(C)(C)C(C)(C)O2)[CH:40]=[C:39]([O:52][CH3:53])[C:38]=1[OH:54]. No catalyst specified. The product is [NH2:28][CH:25]1[CH2:26][CH2:27][N:23]([C:20]2[N:21]=[CH:22][C:17]([NH:16][C:5]3[C:4]4[C:9](=[CH:10][CH:11]=[C:2]([C:41]5[CH:40]=[C:39]([O:52][CH3:53])[C:38]([OH:54])=[C:37]([Cl:36])[CH:42]=5)[CH:3]=4)[N:8]=[CH:7][C:6]=3[C:12](=[O:15])[CH2:13][CH3:14])=[CH:18][CH:19]=2)[CH2:24]1. The yield is 0.270. (7) The reactants are [I:1][C:2]1[CH:3]=[C:4]2[C:8](=[CH:9][CH:10]=1)[NH:7][C:6](=[O:11])[C:5]2=O.[C:13]([NH:21][NH2:22])(=[O:20])[C:14]1[CH:19]=[CH:18][CH:17]=[CH:16][CH:15]=1. The catalyst is C(O)(=O)C. The product is [I:1][C:2]1[CH:3]=[C:4]2[C:8](=[CH:9][CH:10]=1)[NH:7][C:6](=[O:11])[C:5]2=[N:22][NH:21][C:13](=[O:20])[C:14]1[CH:19]=[CH:18][CH:17]=[CH:16][CH:15]=1. The yield is 0.660.